The task is: Predict the product of the given reaction.. This data is from Forward reaction prediction with 1.9M reactions from USPTO patents (1976-2016). (1) Given the reactants Cl.[NH:2]1[CH2:7][CH2:6][CH2:5][CH2:4][CH:3]1[C:8]([O:10]C)=O.[NH4+:12].[OH-], predict the reaction product. The product is: [NH:2]1[CH2:7][CH2:6][CH2:5][CH2:4][CH:3]1[C:8]([NH2:12])=[O:10]. (2) Given the reactants Cl.[NH2:2][OH:3].[C:4]([N:11]1[CH2:16][CH2:15][C:14](=O)[CH2:13][CH2:12]1)([O:6][C:7]([CH3:10])([CH3:9])[CH3:8])=[O:5].C([O-])(=O)C.[Na+], predict the reaction product. The product is: [OH:3][N:2]=[C:14]1[CH2:15][CH2:16][N:11]([C:4]([O:6][C:7]([CH3:10])([CH3:9])[CH3:8])=[O:5])[CH2:12][CH2:13]1. (3) Given the reactants Br[CH:2]([C:7]1[CH:12]=[CH:11][CH:10]=[CH:9][C:8]=1[Cl:13])[C:3]([O:5][CH3:6])=[O:4].[N-:14]=[N+:15]=[N-:16].[Na+].[Cl:18][C:19]1[CH:24]=[CH:23][C:22]([C:25]2[N:26]([CH2:34][C@H:35]([OH:40])[C:36]([F:39])([F:38])[F:37])[C:27](=[O:33])[N:28]([CH2:30][C:31]#[CH:32])[N:29]=2)=[CH:21][CH:20]=1, predict the reaction product. The product is: [CH3:6][O:5][C:3](=[O:4])[CH:2]([C:7]1[CH:12]=[CH:11][CH:10]=[CH:9][C:8]=1[Cl:13])[N:14]1[CH:32]=[C:31]([CH2:30][N:28]2[C:27](=[O:33])[N:26]([CH2:34][C@H:35]([OH:40])[C:36]([F:38])([F:37])[F:39])[C:25]([C:22]3[CH:23]=[CH:24][C:19]([Cl:18])=[CH:20][CH:21]=3)=[N:29]2)[N:16]=[N:15]1. (4) Given the reactants [Cl:1][C:2]1[CH:7]=[CH:6][C:5]([C:8]2[CH:13]=[CH:12][N:11]=[C:10]([NH:14]C(=O)OC(C)(C)C)[C:9]=2[CH:22]=[O:23])=[C:4]([F:24])[CH:3]=1.C(O)(C(F)(F)F)=O, predict the reaction product. The product is: [NH2:14][C:10]1[N:11]=[CH:12][CH:13]=[C:8]([C:5]2[CH:6]=[CH:7][C:2]([Cl:1])=[CH:3][C:4]=2[F:24])[C:9]=1[CH:22]=[O:23]. (5) Given the reactants [CH3:1][Mg]Br.C([O:6][CH2:7][CH3:8])C.C(OC[CH2:14][CH2:15][NH:16][C:17]([C:19]1[N:20]([CH2:29][C:30]2[CH:35]=[CH:34][CH:33]=[C:32]([O:36][C:37]([F:40])([F:39])[F:38])[CH:31]=2)[C:21]2[C:26]([CH:27]=1)=[CH:25][C:24]([Cl:28])=[CH:23][CH:22]=2)=[O:18])(C)C, predict the reaction product. The product is: [OH:6][C:7]([CH3:8])([CH3:1])[CH2:14][CH2:15][NH:16][C:17]([C:19]1[N:20]([CH2:29][C:30]2[CH:35]=[CH:34][CH:33]=[C:32]([O:36][C:37]([F:38])([F:40])[F:39])[CH:31]=2)[C:21]2[C:26]([CH:27]=1)=[CH:25][C:24]([Cl:28])=[CH:23][CH:22]=2)=[O:18].